From a dataset of Reaction yield outcomes from USPTO patents with 853,638 reactions. Predict the reaction yield, written as a fraction of the theoretical maximum amount of product (1.0 means a 100% yield; for example, 0.34 means a 34% yield). (1) The reactants are C([O:4][C@H:5]1[C@H:10]([O:11]C(=O)C)[C@@H:9]([O:15]C(=O)C)[C@H:8]([C:19]2[CH:24]=[CH:23][C:22]([Cl:25])=[C:21]([CH2:26][C:27]3[CH:32]=[CH:31][C:30]([CH2:33][CH:34]=[N:35][O:36][CH3:37])=[CH:29][CH:28]=3)[CH:20]=2)[O:7][C@@H:6]1[CH2:38][O:39]C(=O)C)(=O)C.O.[OH-].[Li+]. The catalyst is C1COCC1.CO.O. The product is [CH3:37][O:36][N:35]=[CH:34][CH2:33][C:30]1[CH:29]=[CH:28][C:27]([CH2:26][C:21]2[CH:20]=[C:19]([C@H:8]3[C@H:9]([OH:15])[C@@H:10]([OH:11])[C@H:5]([OH:4])[C@@H:6]([CH2:38][OH:39])[O:7]3)[CH:24]=[CH:23][C:22]=2[Cl:25])=[CH:32][CH:31]=1. The yield is 0.770. (2) The reactants are [ClH:1].CO[C:4](=O)[CH:5]([NH2:12])[CH2:6][CH2:7][CH2:8][CH2:9][C:10]#[CH:11].[N:14]#[C:15][NH2:16]. No catalyst specified. The product is [ClH:1].[CH2:6]([C:5]1[N:12]=[C:15]([NH2:16])[NH:14][CH:4]=1)[CH2:7][CH2:8][CH2:9][C:10]#[CH:11]. The yield is 0.870. (3) The reactants are [I:1][C:2]1[CH:11]=[N:10][C:5]2[NH:6][CH2:7][CH2:8][NH:9][C:4]=2[CH:3]=1.[F:12][C:13]1[CH:21]=[CH:20][C:19]([F:22])=[CH:18][C:14]=1[C:15](Cl)=[O:16]. The yield is 0.470. No catalyst specified. The product is [F:12][C:13]1[CH:21]=[CH:20][C:19]([F:22])=[CH:18][C:14]=1[C:15]([N:9]1[CH2:8][CH2:7][NH:6][C:5]2[N:10]=[CH:11][C:2]([I:1])=[CH:3][C:4]1=2)=[O:16]. (4) The reactants are [OH:1][CH2:2][CH2:3][N:4]([CH3:18])[C:5](=[O:17])[NH:6][C:7]1[CH:16]=[CH:15][C:10]([C:11](OC)=[O:12])=[CH:9][CH:8]=1.[H-].[Al+3].[Li+].[H-].[H-].[H-]. The catalyst is C1COCC1. The product is [OH:1][CH2:2][CH2:3][N:4]([CH3:18])[C:5]([NH:6][C:7]1[CH:16]=[CH:15][C:10]([CH2:11][OH:12])=[CH:9][CH:8]=1)=[O:17]. The yield is 0.600. (5) The reactants are C1(C)C=CC=CC=1.C(O)C.[F:11][CH:12]([F:39])[C:13]([N:15]1[C@H:19]([CH2:20][F:21])[C@@H:18]([C:22]2[CH:27]=[CH:26][C:25](B3OC(C)(C)C(C)(C)O3)=[CH:24][CH:23]=2)[O:17][C:16]1([CH3:38])[CH3:37])=[O:14].[Cl-].Br[C:42]1[CH:43]=[CH:44][C:45]([C:48]2([NH3+:52])[CH2:51][O:50][CH2:49]2)=[N:46][CH:47]=1.C(=O)(O)[O-].[Na+]. The catalyst is C(OCC)(=O)C.C1C=CC(P(C2C=CC=CC=2)[C-]2C=CC=C2)=CC=1.C1C=CC(P(C2C=CC=CC=2)[C-]2C=CC=C2)=CC=1.Cl[Pd]Cl.[Fe+2]. The product is [NH2:52][C:48]1([C:45]2[N:46]=[CH:47][C:42]([C:25]3[CH:24]=[CH:23][C:22]([C@H:18]4[O:17][C:16]([CH3:38])([CH3:37])[N:15]([C:13](=[O:14])[CH:12]([F:39])[F:11])[C@@H:19]4[CH2:20][F:21])=[CH:27][CH:26]=3)=[CH:43][CH:44]=2)[CH2:51][O:50][CH2:49]1. The yield is 0.700. (6) The reactants are Br[C:2]1[C:3]([C:27]2[CH:32]=[CH:31][N:30]=[CH:29][CH:28]=2)=[C:4]([C:17]2[CH:22]=[CH:21][CH:20]=[C:19]([C:23]([F:26])([F:25])[F:24])[CH:18]=2)[N:5]([Si](C(C)C)(C(C)C)C(C)C)[CH:6]=1.[CH3:33][C:34]1[CH:39]=[CH:38][C:37]([C@H:40]2[CH2:48][N:47]3[C@H:42]([CH2:43][C:44](=O)[CH2:45][CH2:46]3)[CH2:41]2)=[CH:36][CH:35]=1.C(OCC)(=O)C.C(N)(C)C. The catalyst is CO. The product is [CH3:33][C:34]1[CH:39]=[CH:38][C:37]([C@H:40]2[CH2:48][N:47]3[C@H:42]([CH:43]=[C:44]([C:2]4[C:3]([C:27]5[CH:32]=[CH:31][N:30]=[CH:29][CH:28]=5)=[C:4]([C:17]5[CH:22]=[CH:21][CH:20]=[C:19]([C:23]([F:25])([F:26])[F:24])[CH:18]=5)[NH:5][CH:6]=4)[CH2:45][CH2:46]3)[CH2:41]2)=[CH:36][CH:35]=1. The yield is 0.520. (7) The reactants are [CH3:1][O:2][C:3]1[CH:4]=[C:5]([O:21][C:22]2[CH:27]=[CH:26][C:25]([S:28]([CH3:31])(=[O:30])=[O:29])=[CH:24][CH:23]=2)[CH:6]=[C:7]2[C:11]=1[NH:10][C:9]([C:12]1[S:13][CH:14]([CH2:17][C:18]([OH:20])=O)[CH2:15][N:16]=1)=[CH:8]2.[NH4+].O[N:34]1C2C=CC=CC=2N=N1.Cl.C(N=C=NCCCN(C)C)C. The catalyst is CN(C)C=O. The product is [CH3:1][O:2][C:3]1[CH:4]=[C:5]([O:21][C:22]2[CH:23]=[CH:24][C:25]([S:28]([CH3:31])(=[O:29])=[O:30])=[CH:26][CH:27]=2)[CH:6]=[C:7]2[C:11]=1[NH:10][C:9]([C:12]1[S:13][CH:14]([CH2:17][C:18]([NH2:34])=[O:20])[CH2:15][N:16]=1)=[CH:8]2. The yield is 0.910.